From a dataset of Catalyst prediction with 721,799 reactions and 888 catalyst types from USPTO. Predict which catalyst facilitates the given reaction. (1) Reactant: C(O)(C(F)(F)F)=O.[NH:8]1[C:12]2[CH:13]=[CH:14][CH:15]=[CH:16][C:11]=2[N:10]=[C:9]1[C:17]1[C:25]2[C:20](=[CH:21][CH:22]=[C:23]([NH:26][C:27]([CH:29]3[CH2:34][CH2:33][C:32]([F:36])([F:35])[CH2:31][CH2:30]3)=[O:28])[CH:24]=2)[N:19](C2CCCCO2)[N:18]=1. Product: [NH:10]1[C:11]2[CH:16]=[CH:15][CH:14]=[CH:13][C:12]=2[N:8]=[C:9]1[C:17]1[C:25]2[C:20](=[CH:21][CH:22]=[C:23]([NH:26][C:27]([CH:29]3[CH2:30][CH2:31][C:32]([F:36])([F:35])[CH2:33][CH2:34]3)=[O:28])[CH:24]=2)[NH:19][N:18]=1. The catalyst class is: 2. (2) Reactant: [OH:1][C:2]([C:6]1[N:7]=[C:8]([C@H:12]2[CH2:17][N:16](C(OCC3C=CC=CC=3)=O)[C@H:15]([CH3:28])[CH2:14][CH2:13]2)[O:9][C:10]=1[CH3:11])([CH2:4][CH3:5])[CH3:3]. Product: [CH3:11][C:10]1[O:9][C:8]([C@@H:12]2[CH2:13][CH2:14][C@@H:15]([CH3:28])[NH:16][CH2:17]2)=[N:7][C:6]=1[C:2]([OH:1])([CH2:4][CH3:5])[CH3:3]. The catalyst class is: 29. (3) Reactant: [CH:1]1([N:7]2[C:11]3[S:12][C:13]([C:15]([O:17][CH3:18])=[O:16])=[CH:14][C:10]=3[N:9]=[C:8]2[C:19]2[CH:24]=[CH:23][C:22]([OH:25])=[CH:21][CH:20]=2)[CH2:6][CH2:5][CH2:4][CH2:3][CH2:2]1.C(=O)([O-])[O-].[K+].[K+].[Cl:32][C:33]1[CH:38]=[CH:37][C:36]([C:39]2[CH:44]=[CH:43][C:42]([N:45]3[CH2:49][CH2:48][CH2:47][C:46]3=[O:50])=[CH:41][C:40]=2[CH2:51]Cl)=[CH:35][CH:34]=1.O. Product: [Cl:32][C:33]1[CH:38]=[CH:37][C:36]([C:39]2[CH:44]=[CH:43][C:42]([N:45]3[CH2:49][CH2:48][CH2:47][C:46]3=[O:50])=[CH:41][C:40]=2[CH2:51][O:25][C:22]2[CH:23]=[CH:24][C:19]([C:8]3[N:7]([CH:1]4[CH2:2][CH2:3][CH2:4][CH2:5][CH2:6]4)[C:11]4[S:12][C:13]([C:15]([O:17][CH3:18])=[O:16])=[CH:14][C:10]=4[N:9]=3)=[CH:20][CH:21]=2)=[CH:35][CH:34]=1. The catalyst class is: 9.